This data is from Experimentally validated miRNA-target interactions with 360,000+ pairs, plus equal number of negative samples. The task is: Binary Classification. Given a miRNA mature sequence and a target amino acid sequence, predict their likelihood of interaction. The miRNA is hsa-miR-612 with sequence GCUGGGCAGGGCUUCUGAGCUCCUU. The protein sequence of the target gene is MSGTRASNDRPPGTGGVKRGRLQQEAAATGSRVTVVLGAQWGDEGKGKVVDLLATDADIVSRCQGGNNAGHTVVVDGKEYDFHLLPSGIINTKAVSFIGNGVVIHLPGLFEEAEKNEKKGLKDWEKRLIISDRAHLVFDFHQAVDGLQEVQRQAQEGKNIGTTKKGIGPTYSSKAARTGLRICDLLSDFDEFSARFKNLAHQHQSMFPTLEIDVEGQLKRLKGFAERIRPMVRDGVYFMYEALHGPPKKVLVEGANAALLDIDFGTYPFVTSSNCTVGGVCTGLGIPPQNIGDVYGVVKA.... Result: 0 (no interaction).